Dataset: Full USPTO retrosynthesis dataset with 1.9M reactions from patents (1976-2016). Task: Predict the reactants needed to synthesize the given product. (1) Given the product [CH3:3][C:2]([NH2:14])([C:4]1[CH:9]=[CH:8][C:7]([C:10]([F:13])([F:11])[F:12])=[CH:6][CH:5]=1)[CH3:1], predict the reactants needed to synthesize it. The reactants are: [CH3:1][C:2]([NH:14]C(=O)C)([C:4]1[CH:9]=[CH:8][C:7]([C:10]([F:13])([F:12])[F:11])=[CH:6][CH:5]=1)[CH3:3].[OH-].[K+].Cl. (2) The reactants are: [Cl:1][C:2]1[CH:26]=[C:25]([C:27]([F:30])([F:29])[F:28])[CH:24]=[CH:23][C:3]=1[O:4][C:5]1[CH:10]=[C:9]([O:11][CH2:12][CH2:13][O:14][CH3:15])[CH:8]=[CH:7][C:6]=1/[CH:16]=[CH:17]/[C:18]([O:20]CC)=[O:19].[OH-].[Na+]. Given the product [Cl:1][C:2]1[CH:26]=[C:25]([C:27]([F:28])([F:30])[F:29])[CH:24]=[CH:23][C:3]=1[O:4][C:5]1[CH:10]=[C:9]([O:11][CH2:12][CH2:13][O:14][CH3:15])[CH:8]=[CH:7][C:6]=1/[CH:16]=[CH:17]/[C:18]([OH:20])=[O:19], predict the reactants needed to synthesize it.